This data is from NCI-60 drug combinations with 297,098 pairs across 59 cell lines. The task is: Regression. Given two drug SMILES strings and cell line genomic features, predict the synergy score measuring deviation from expected non-interaction effect. (1) Drug 1: CCCS(=O)(=O)NC1=C(C(=C(C=C1)F)C(=O)C2=CNC3=C2C=C(C=N3)C4=CC=C(C=C4)Cl)F. Drug 2: CC1CCCC2(C(O2)CC(NC(=O)CC(C(C(=O)C(C1O)C)(C)C)O)C(=CC3=CSC(=N3)C)C)C. Cell line: HT29. Synergy scores: CSS=42.5, Synergy_ZIP=2.13, Synergy_Bliss=3.21, Synergy_Loewe=3.52, Synergy_HSA=3.61. (2) Drug 1: C1=C(C(=O)NC(=O)N1)F. Drug 2: CC1=C(C=C(C=C1)NC(=O)C2=CC=C(C=C2)CN3CCN(CC3)C)NC4=NC=CC(=N4)C5=CN=CC=C5. Cell line: HT29. Synergy scores: CSS=46.4, Synergy_ZIP=1.34, Synergy_Bliss=-1.04, Synergy_Loewe=-6.16, Synergy_HSA=-1.27. (3) Drug 1: CNC(=O)C1=CC=CC=C1SC2=CC3=C(C=C2)C(=NN3)C=CC4=CC=CC=N4. Drug 2: C1=CC(=CC=C1C#N)C(C2=CC=C(C=C2)C#N)N3C=NC=N3. Cell line: SW-620. Synergy scores: CSS=5.97, Synergy_ZIP=3.06, Synergy_Bliss=5.85, Synergy_Loewe=1.50, Synergy_HSA=2.92. (4) Drug 1: C1=NC2=C(N1)C(=S)N=C(N2)N. Drug 2: CC1=CC=C(C=C1)C2=CC(=NN2C3=CC=C(C=C3)S(=O)(=O)N)C(F)(F)F. Cell line: LOX IMVI. Synergy scores: CSS=34.2, Synergy_ZIP=4.14, Synergy_Bliss=0.0467, Synergy_Loewe=-20.0, Synergy_HSA=1.08. (5) Drug 1: CN1C(=O)N2C=NC(=C2N=N1)C(=O)N. Cell line: RPMI-8226. Synergy scores: CSS=9.18, Synergy_ZIP=-4.04, Synergy_Bliss=-2.21, Synergy_Loewe=-2.27, Synergy_HSA=-2.35. Drug 2: CN1C2=C(C=C(C=C2)N(CCCl)CCCl)N=C1CCCC(=O)O.Cl. (6) Drug 1: CCC1=CC2CC(C3=C(CN(C2)C1)C4=CC=CC=C4N3)(C5=C(C=C6C(=C5)C78CCN9C7C(C=CC9)(C(C(C8N6C)(C(=O)OC)O)OC(=O)C)CC)OC)C(=O)OC.C(C(C(=O)O)O)(C(=O)O)O. Drug 2: C1=CC=C(C=C1)NC(=O)CCCCCCC(=O)NO. Cell line: SK-OV-3. Synergy scores: CSS=40.3, Synergy_ZIP=-3.64, Synergy_Bliss=-3.33, Synergy_Loewe=-18.1, Synergy_HSA=-1.68.